This data is from Catalyst prediction with 721,799 reactions and 888 catalyst types from USPTO. The task is: Predict which catalyst facilitates the given reaction. (1) Reactant: [CH3:1][CH:2]1[CH2:7][CH2:6][N:5]([C:8]2[CH:9]=[CH:10][C:11]([N+:15]([O-])=O)=[C:12]([CH:14]=2)[NH2:13])[CH2:4][CH2:3]1.[H][H]. Product: [CH3:1][CH:2]1[CH2:3][CH2:4][N:5]([C:8]2[CH:14]=[C:12]([NH2:13])[C:11]([NH2:15])=[CH:10][CH:9]=2)[CH2:6][CH2:7]1. The catalyst class is: 29. (2) Reactant: [CH2:1]([O:4][C:5]1[CH:13]=[C:12]2[C:8]([CH:9]=[C:10]([CH2:15][O:16][Si:17]([C:20]([CH3:23])([CH3:22])[CH3:21])([CH3:19])[CH3:18])[N:11]2[CH3:14])=[CH:7][C:6]=1[CH:24]=[O:25])[CH:2]=[CH2:3].[CH:26]([Mg]Br)=[CH2:27].[NH4+].[Cl-].O. Product: [CH2:1]([O:4][C:5]1[CH:13]=[C:12]2[C:8]([CH:9]=[C:10]([CH2:15][O:16][Si:17]([C:20]([CH3:21])([CH3:23])[CH3:22])([CH3:18])[CH3:19])[N:11]2[CH3:14])=[CH:7][C:6]=1[CH:24]([OH:25])[CH:26]=[CH2:27])[CH:2]=[CH2:3]. The catalyst class is: 1. (3) Reactant: [C:1]([O:5][C:6](=[O:24])[CH2:7][CH2:8][C@H:9]([C:21](O)=[O:22])[NH:10][C:11]([O:13][CH2:14][C:15]1[CH:20]=[CH:19][CH:18]=[CH:17][CH:16]=1)=[O:12])([CH3:4])([CH3:3])[CH3:2].C(N(CC)CC)C.ClC(OCC)=O.[BH4-].[Na+]. Product: [CH2:14]([O:13][C:11]([NH:10][C@@H:9]([CH2:21][OH:22])[CH2:8][CH2:7][C:6]([O:5][C:1]([CH3:2])([CH3:3])[CH3:4])=[O:24])=[O:12])[C:15]1[CH:16]=[CH:17][CH:18]=[CH:19][CH:20]=1. The catalyst class is: 20. (4) Reactant: [C:1]1([S:7]([CH2:10][CH2:11][N:12]2[C:24]3[CH:23]=[CH:22][CH:21]=[CH:20][C:19]=3[C:18]3[C:13]2=[CH:14][CH:15]=[CH:16][CH:17]=3)(=[O:9])=[O:8])[CH:6]=[CH:5][CH:4]=[CH:3][CH:2]=1.[N+:25]([O-])([O-:27])=[O:26].[Ce].[NH4+]. Product: [C:1]1([S:7]([CH2:10][CH2:11][N:12]2[C:24]3[CH:23]=[CH:22][C:21]([N+:25]([O-:27])=[O:26])=[CH:20][C:19]=3[C:18]3[C:13]2=[CH:14][CH:15]=[CH:16][CH:17]=3)(=[O:8])=[O:9])[CH:2]=[CH:3][CH:4]=[CH:5][CH:6]=1. The catalyst class is: 10. (5) Reactant: [CH3:1][O:2][C:3]1[CH:8]=[CH:7][C:6]([N:9]([CH3:17])[CH2:10][CH:11]2[CH2:16][CH2:15][O:14][CH2:13][CH2:12]2)=[CH:5][C:4]=1[NH:18][C:19]([NH2:21])=[S:20].BrBr. Product: [CH3:1][O:2][C:3]1[C:4]2[N:18]=[C:19]([NH2:21])[S:20][C:5]=2[C:6]([N:9]([CH3:17])[CH2:10][CH:11]2[CH2:12][CH2:13][O:14][CH2:15][CH2:16]2)=[CH:7][CH:8]=1. The catalyst class is: 22. (6) Reactant: [C:1]([C:5]1[CH:10]=[CH:9][C:8]([S:11]([NH:14][C:15]2[CH:20]=[CH:19][C:18]([Cl:21])=[CH:17][C:16]=2[N:22]2[C:30]3C(=NC=[CH:28][CH:29]=3)N=[N:23]2)(=[O:13])=[O:12])=[CH:7][CH:6]=1)([CH3:4])([CH3:3])[CH3:2].[Cl:31]N1C(=O)CCC1=O.C(OOC(=O)C1C=CC=CC=1)(=O)C1C=CC=CC=1. Product: [C:1]([C:5]1[CH:10]=[CH:9][C:8]([S:11]([NH:14][C:15]2[CH:20]=[CH:19][C:18]([Cl:21])=[C:17]([Cl:31])[C:16]=2[N:22]2[CH:30]=[CH:29][CH:28]=[N:23]2)(=[O:12])=[O:13])=[CH:7][CH:6]=1)([CH3:2])([CH3:3])[CH3:4]. The catalyst class is: 53.